Dataset: Forward reaction prediction with 1.9M reactions from USPTO patents (1976-2016). Task: Predict the product of the given reaction. (1) Given the reactants [C:1]([O:5][C:6]([N:8]1[CH2:13][CH:12]2[CH:10]([CH2:11]2)[CH:9]1[C:14](=[O:55])[NH:15][C@:16]1([C:21]([NH:23][S:24]([C:27]2[CH:32]=[CH:31][CH:30]=[CH:29][C:28]=2[NH:33][CH2:34][CH2:35][CH2:36][CH2:37][CH2:38][CH2:39][CH2:40][C@H:41]([NH:46][C:47]([O:49][CH:50]2[CH2:54][CH2:53][CH2:52][CH2:51]2)=[O:48])[C:42]([O:44]C)=[O:43])(=[O:26])=[O:25])=[O:22])[CH2:18][C@H:17]1[CH:19]=[CH2:20])=[O:7])([CH3:4])([CH3:3])[CH3:2].[Li+].[OH-], predict the reaction product. The product is: [C:1]([O:5][C:6]([N:8]1[CH2:13][CH:12]2[CH:10]([CH2:11]2)[CH:9]1[C:14](=[O:55])[NH:15][C@:16]1([C:21]([NH:23][S:24]([C:27]2[CH:32]=[CH:31][CH:30]=[CH:29][C:28]=2[NH:33][CH2:34][CH2:35][CH2:36][CH2:37][CH2:38][CH2:39][CH2:40][C@@H:41]([C:42]([OH:44])=[O:43])[NH:46][C:47]([O:49][CH:50]2[CH2:51][CH2:52][CH2:53][CH2:54]2)=[O:48])(=[O:25])=[O:26])=[O:22])[CH2:18][C@H:17]1[CH:19]=[CH2:20])=[O:7])([CH3:2])([CH3:3])[CH3:4]. (2) Given the reactants C(Cl)(Cl)Cl.[Cl:5][C:6]1[CH:11]=[CH:10][C:9]([CH:12]2[C:16]([OH:17])=[C:15]([C:18]([CH3:20])=[O:19])[CH2:14][S:13]2)=[CH:8][CH:7]=1.S(Cl)(Cl)(=O)=O.O, predict the reaction product. The product is: [Cl:5][C:6]1[CH:7]=[CH:8][C:9]([C:12]2[S:13][CH:14]=[C:15]([C:18]([CH3:20])=[O:19])[C:16]=2[OH:17])=[CH:10][CH:11]=1. (3) Given the reactants C[O:2][C:3](=O)[C:4]1[CH:9]=[CH:8][CH:7]=[CH:6][C:5]=1[NH:10][C:11]([NH:13][CH2:14][CH2:15][CH:16]1[O:20][CH2:19][CH2:18][O:17]1)=[O:12], predict the reaction product. The product is: [O:17]1[CH2:18][CH2:19][O:20][CH:16]1[CH2:15][CH2:14][N:13]1[C:3](=[O:2])[C:4]2[C:5](=[CH:6][CH:7]=[CH:8][CH:9]=2)[NH:10][C:11]1=[O:12]. (4) Given the reactants [F:1][CH:2]([F:32])[O:3][CH2:4][C@@H:5]([O:7][C:8]1[CH:9]=[C:10]([CH:21]=[C:22]([O:24]CC2C=CC=CC=2)[CH:23]=1)[C:11]([NH:13][C:14]1[CH:19]=[N:18][C:17]([CH3:20])=[CH:16][N:15]=1)=[O:12])[CH3:6], predict the reaction product. The product is: [F:32][CH:2]([F:1])[O:3][CH2:4][C@@H:5]([O:7][C:8]1[CH:9]=[C:10]([CH:21]=[C:22]([OH:24])[CH:23]=1)[C:11]([NH:13][C:14]1[CH:19]=[N:18][C:17]([CH3:20])=[CH:16][N:15]=1)=[O:12])[CH3:6]. (5) Given the reactants Br[C:2]1[C:7](=[O:8])[CH:6]=[CH:5][N:4]([C:9]2[CH:14]=[CH:13][CH:12]=[C:11]([C:15]([F:18])([F:17])[F:16])[CH:10]=2)[N:3]=1.[C:19]1([C:25]2[C:29](B(O)O)=[CH:28][N:27]([C:33]([C:46]3[CH:51]=[CH:50][CH:49]=[CH:48][CH:47]=3)([C:40]3[CH:45]=[CH:44][CH:43]=[CH:42][CH:41]=3)[C:34]3[CH:39]=[CH:38][CH:37]=[CH:36][CH:35]=3)[N:26]=2)[CH:24]=[CH:23][CH:22]=[CH:21][CH:20]=1.C([O-])([O-])=O.[Na+].[Na+].COCCOC, predict the reaction product. The product is: [C:19]1([C:25]2[C:29]([C:2]3[C:7](=[O:8])[CH:6]=[CH:5][N:4]([C:9]4[CH:14]=[CH:13][CH:12]=[C:11]([C:15]([F:18])([F:17])[F:16])[CH:10]=4)[N:3]=3)=[CH:28][N:27]([C:33]([C:46]3[CH:51]=[CH:50][CH:49]=[CH:48][CH:47]=3)([C:40]3[CH:41]=[CH:42][CH:43]=[CH:44][CH:45]=3)[C:34]3[CH:39]=[CH:38][CH:37]=[CH:36][CH:35]=3)[N:26]=2)[CH:24]=[CH:23][CH:22]=[CH:21][CH:20]=1. (6) Given the reactants [N:1]1([C:6]2[N:14]=[CH:13][N:12]=[C:11]3[C:7]=2[NH:8][CH:9]=[N:10]3)[CH:5]=[CH:4][CH:3]=[CH:2]1.C(O[C@H:19]1[O:41][C@@H:40]([CH2:42][O:43][C:44](=[O:51])[C:45]2[CH:50]=[CH:49][CH:48]=[CH:47][CH:46]=2)[C@H:30]([O:31][C:32](=[O:39])[C:33]2[CH:38]=[CH:37][CH:36]=[CH:35][CH:34]=2)[C@@H:20]1[O:21][C:22](=[O:29])[C:23]1[CH:28]=[CH:27][CH:26]=[CH:25][CH:24]=1)(=O)C.CN([Si](C)(C)C)C(=O)C(F)(F)F.FC(F)(F)S(O[Si](C)(C)C)(=O)=O, predict the reaction product. The product is: [N:1]1([C:6]2[N:14]=[CH:13][N:12]=[C:11]3[C:7]=2[N:8]=[CH:9][N:10]3[C@H:19]2[O:41][C@@H:40]([CH2:42][O:43][C:44](=[O:51])[C:45]3[CH:50]=[CH:49][CH:48]=[CH:47][CH:46]=3)[C@H:30]([O:31][C:32](=[O:39])[C:33]3[CH:38]=[CH:37][CH:36]=[CH:35][CH:34]=3)[C@@H:20]2[O:21][C:22](=[O:29])[C:23]2[CH:24]=[CH:25][CH:26]=[CH:27][CH:28]=2)[CH:2]=[CH:3][CH:4]=[CH:5]1. (7) Given the reactants C(O[BH-](OC(=O)C)OC(=O)C)(=O)C.[Na+].[CH:15]1([C@H:21]([NH:29][C:30]([C:32]2[CH:37]=[CH:36][C:35]([C:38]3[CH:43]=[CH:42][C:41]([CH:44]=O)=[CH:40][CH:39]=3)=[CH:34][C:33]=2[NH:46][C:47]([NH:49][C:50]2[C:55]([CH3:56])=[CH:54][C:53]([CH3:57])=[CH:52][C:51]=2[CH3:58])=[O:48])=[O:31])[C:22]([O:24][C:25]([CH3:28])([CH3:27])[CH3:26])=[O:23])[CH2:20][CH2:19][CH2:18][CH2:17][CH2:16]1.[NH:59]1[CH2:63][CH2:62][CH2:61][CH2:60]1, predict the reaction product. The product is: [CH:15]1([C@H:21]([NH:29][C:30]([C:32]2[CH:37]=[CH:36][C:35]([C:38]3[CH:39]=[CH:40][C:41]([CH2:44][N:59]4[CH2:63][CH2:62][CH2:61][CH2:60]4)=[CH:42][CH:43]=3)=[CH:34][C:33]=2[NH:46][C:47]([NH:49][C:50]2[C:51]([CH3:58])=[CH:52][C:53]([CH3:57])=[CH:54][C:55]=2[CH3:56])=[O:48])=[O:31])[C:22]([O:24][C:25]([CH3:26])([CH3:27])[CH3:28])=[O:23])[CH2:20][CH2:19][CH2:18][CH2:17][CH2:16]1. (8) Given the reactants [OH:1][CH2:2][C:3]1[NH:4][C:5]2[C:6](=[O:15])[CH:7]=[CH:8][C:9](=[O:14])[C:10]=2[C:11]=1[CH2:12][OH:13].N1CC1.[CH3:19][OH:20], predict the reaction product. The product is: [OH:1][CH2:2][C:3]1[NH:4][C:5]2[C:6](=[O:15])[C:7]([O:20][CH3:19])=[CH:8][C:9](=[O:14])[C:10]=2[C:11]=1[CH2:12][OH:13]. (9) Given the reactants [NH2:1][C@@H:2]1[C:11]2[C:6](=[CH:7][CH:8]=[CH:9][CH:10]=2)[C@H:5]([OH:12])[CH2:4][CH2:3]1.[H-].[Na+].[CH2:15]1[C:17]2([CH2:22][CH2:21][CH2:20][CH2:19][N:18]2[C:23]2[N:27]3[CH:28]=[C:29](F)[CH:30]=[CH:31][C:26]3=[N:25][N:24]=2)[CH2:16]1.O, predict the reaction product. The product is: [CH2:16]1[C:17]2([CH2:22][CH2:21][CH2:20][CH2:19][N:18]2[C:23]2[N:27]3[CH:28]=[C:29]([O:12][C@H:5]4[C:6]5[C:11](=[CH:10][CH:9]=[CH:8][CH:7]=5)[C@@H:2]([NH2:1])[CH2:3][CH2:4]4)[CH:30]=[CH:31][C:26]3=[N:25][N:24]=2)[CH2:15]1.